From a dataset of Full USPTO retrosynthesis dataset with 1.9M reactions from patents (1976-2016). Predict the reactants needed to synthesize the given product. Given the product [Cl:10][C:5]1[CH:4]=[CH:3][C:2]([C:14](=[O:20])[C:15]([O:17][CH2:18][CH3:19])=[O:16])=[CH:7][C:6]=1[O:8][CH3:9], predict the reactants needed to synthesize it. The reactants are: Br[C:2]1[CH:3]=[CH:4][C:5]([Cl:10])=[C:6]([O:8][CH3:9])[CH:7]=1.[Mg].II.[C:14](OCC)(=[O:20])[C:15]([O:17][CH2:18][CH3:19])=[O:16].[Cl-].[NH4+].